This data is from Reaction yield outcomes from USPTO patents with 853,638 reactions. The task is: Predict the reaction yield, written as a fraction of the theoretical maximum amount of product (1.0 means a 100% yield; for example, 0.34 means a 34% yield). (1) The reactants are [C:1]([C:4]1[C:8]([CH3:9])=[C:7]([C:10]2[CH:15]=[CH:14][N:13]=[CH:12][CH:11]=2)[NH:6][C:5]=1[CH3:16])(=[O:3])[CH3:2].C1C[O:20]CC1.[N+]([O-])([O-])=O.[Ce+4].[NH4+].[N+]([O-])([O-])=O.[N+]([O-])([O-])=O.[N+]([O-])([O-])=O.[N+]([O-])([O-])=O.[OH-].[Na+]. The catalyst is O.C(O)(=O)C. The product is [C:1]([C:4]1[C:8]([CH3:9])=[C:7]([C:10]2[CH:15]=[CH:14][N:13]=[CH:12][CH:11]=2)[NH:6][C:5]=1[CH:16]=[O:20])(=[O:3])[CH3:2]. The yield is 0.220. (2) The reactants are [C:1]([S:4][CH2:5]/[CH:6]=[C:7]1\[CH2:8][C:9]([CH3:24])([CH3:23])[CH2:10][C:11]2[S:12][C:13]([C:16]3[CH:21]=[CH:20][CH:19]=[C:18]([Br:22])[CH:17]=3)=[CH:14][C:15]\1=2)(=[NH:3])[NH2:2].C(O)(C)C.[OH-].[Na+]. The catalyst is Cl. The product is [Br:22][C:18]1[CH:17]=[C:16]([C:13]2[S:12][C:11]3[CH2:10][C:9]([CH3:24])([CH3:23])[CH2:8][C:7]4([CH2:6][CH2:5][S:4][C:1]([NH2:2])=[N:3]4)[C:15]=3[CH:14]=2)[CH:21]=[CH:20][CH:19]=1. The yield is 0.480.